From a dataset of Forward reaction prediction with 1.9M reactions from USPTO patents (1976-2016). Predict the product of the given reaction. (1) Given the reactants Cl[C:2]1[CH:7]=[CH:6][C:5]([I:8])=[CH:4][N:3]=1.[NH2:9][NH2:10], predict the reaction product. The product is: [I:8][C:5]1[CH:6]=[CH:7][C:2]([NH:9][NH2:10])=[N:3][CH:4]=1. (2) Given the reactants [Br-].[CH2:2]([N+:9]1[CH:14]=[CH:13][C:12]([C:15]2[CH:20]=[CH:19][CH:18]=[CH:17][C:16]=2[CH3:21])=[C:11]([CH2:22][O:23][CH2:24][C:25]2[CH:30]=[C:29]([C:31]([F:34])([F:33])[F:32])[CH:28]=[C:27]([C:35]([F:38])([F:37])[F:36])[CH:26]=2)[CH:10]=1)[C:3]1[CH:8]=[CH:7][CH:6]=[CH:5][CH:4]=1.[BH4-].[Na+], predict the reaction product. The product is: [CH2:2]([N:9]1[CH2:10][C:11]([CH2:22][O:23][CH2:24][C:25]2[CH:30]=[C:29]([C:31]([F:34])([F:33])[F:32])[CH:28]=[C:27]([C:35]([F:36])([F:37])[F:38])[CH:26]=2)=[C:12]([C:15]2[CH:20]=[CH:19][CH:18]=[CH:17][C:16]=2[CH3:21])[CH2:13][CH2:14]1)[C:3]1[CH:8]=[CH:7][CH:6]=[CH:5][CH:4]=1. (3) Given the reactants CO[C:3](=O)[NH:4][C:5]1[CH:6]=[C:7]2[N:13]=[C:12]([CH2:14][C:15]3[CH:20]=[CH:19][C:18]([O:21][CH2:22][CH3:23])=[CH:17][CH:16]=3)[N:11]([CH2:24][CH:25]3[CH2:27][CH2:26]3)[C:8]2=[N:9][CH:10]=1.Cl.[H-].[H-].[H-].[H-].[Li+].[Al+3], predict the reaction product. The product is: [CH:25]1([CH2:24][N:11]2[C:8]3=[N:9][CH:10]=[C:5]([NH:4][CH3:3])[CH:6]=[C:7]3[N:13]=[C:12]2[CH2:14][C:15]2[CH:20]=[CH:19][C:18]([O:21][CH2:22][CH3:23])=[CH:17][CH:16]=2)[CH2:27][CH2:26]1. (4) Given the reactants [NH:1]1[CH2:6][CH2:5][CH:4]([N:7]2[C:20]3[CH:19]=[CH:18][C:17]([C:21]4[NH:25][C:24](=[O:26])[O:23][N:22]=4)=[CH:16][C:15]=3[O:14][C:13]3[C:8]2=[CH:9][CH:10]=[CH:11][CH:12]=3)[CH2:3][CH2:2]1.C(O)([C:29]([F:32])([F:31])[F:30])=O.N1CCC(N2C3C=CC(C4NN=NN=4)=CC=3OC3C2=CC=CC=3)CC1.[C:59]1([CH2:65][CH:66]=O)[CH:64]=[CH:63][CH:62]=[CH:61][CH:60]=1.N1C=CN=C1C=O.C(O[BH-](OC(=O)C)OC(=O)C)(=O)C.[Na+].C(O[BH-](OC(=O)C)OC(=O)C)(=O)C.C[N+](C)(C)C, predict the reaction product. The product is: [CH2:66]([N:1]1[CH2:2][CH2:3][CH:4]([N:7]2[C:20]3[CH:19]=[CH:18][C:17]([C:21]4[NH:25][C:24](=[O:26])[O:23][N:22]=4)=[CH:16][C:15]=3[O:14][C:13]3[C:8]2=[CH:9][CH:10]=[CH:11][CH:12]=3)[CH2:5][CH2:6]1)[CH2:65][C:59]1[CH:64]=[CH:63][CH:62]=[CH:61][CH:60]=1.[C:24]([OH:23])([C:29]([F:32])([F:31])[F:30])=[O:26]. (5) The product is: [F:1][C:2]1[CH:7]=[CH:6][C:5]([C:8]2[S:16][C:15]3[C:14](=[O:17])[N:13]([CH:18]4[CH2:23][CH2:22][N:21]([C:24]([O:26][C:27]([CH3:28])([CH3:29])[CH3:30])=[O:25])[CH2:20][CH2:19]4)[C:12](=[O:31])[N:11]([CH2:41][C:42]4[CH:47]=[CH:46][C:45]([CH3:48])=[C:44]([F:49])[CH:43]=4)[C:10]=3[CH:9]=2)=[C:4]([O:32][CH3:33])[CH:3]=1. Given the reactants [F:1][C:2]1[CH:7]=[CH:6][C:5]([C:8]2[S:16][C:15]3[C:14](=[O:17])[N:13]([CH:18]4[CH2:23][CH2:22][N:21]([C:24]([O:26][C:27]([CH3:30])([CH3:29])[CH3:28])=[O:25])[CH2:20][CH2:19]4)[C:12](=[O:31])[NH:11][C:10]=3[CH:9]=2)=[C:4]([O:32][CH3:33])[CH:3]=1.C(=O)([O-])[O-].[K+].[K+].Br[CH2:41][C:42]1[CH:47]=[CH:46][C:45]([CH3:48])=[C:44]([F:49])[CH:43]=1, predict the reaction product.